This data is from Forward reaction prediction with 1.9M reactions from USPTO patents (1976-2016). The task is: Predict the product of the given reaction. (1) Given the reactants [NH:1]1[CH:5]=[CH:4][C:3](B(O)O)=[N:2]1.N1C2C(=CC=CC=2)C=C(B(O)O)[CH:10]=1.Br[C:23]1[CH:31]=[CH:30][CH:29]=[C:28]2[C:24]=1[C:25]1([C:37]3=[CH:38][C:39]4[O:43][CH2:42][O:41][C:40]=4[CH:44]=[C:36]3[O:35][CH2:34]1)[C:26](=[O:33])[N:27]2[CH3:32], predict the reaction product. The product is: [CH3:32][N:27]1[C:28]2[C:24](=[C:23]([C:3]3[CH:4]=[CH:5][NH:1][N:2]=3)[CH:31]=[CH:30][CH:29]=2)[C:25]2([C:37]3[C:36](=[CH:44][C:40]4[O:41][CH2:42][CH2:10][O:43][C:39]=4[CH:38]=3)[O:35][CH2:34]2)[C:26]1=[O:33]. (2) Given the reactants Br[C:2]1[CH:6]=[CH:5][S:4][CH:3]=1.C(=O)([O-])[O-].[Cs+].[Cs+].[F:13][C:14]1[CH:35]=[CH:34][C:17]([NH:18][C:19]2[CH:31]=[C:30]([CH:32]=[CH2:33])[CH:29]=[CH:28][C:20]=2[C:21]([O:23][C:24]([CH3:27])([CH3:26])[CH3:25])=[O:22])=[CH:16][CH:15]=1.C(O)(=O)CC(CC(O)=O)(C(O)=O)O, predict the reaction product. The product is: [F:13][C:14]1[CH:35]=[CH:34][C:17]([NH:18][C:19]2[CH:31]=[C:30](/[CH:32]=[CH:33]/[C:2]3[CH:6]=[CH:5][S:4][CH:3]=3)[CH:29]=[CH:28][C:20]=2[C:21]([O:23][C:24]([CH3:27])([CH3:25])[CH3:26])=[O:22])=[CH:16][CH:15]=1.